From a dataset of NCI-60 drug combinations with 297,098 pairs across 59 cell lines. Regression. Given two drug SMILES strings and cell line genomic features, predict the synergy score measuring deviation from expected non-interaction effect. (1) Drug 1: C1CN(P(=O)(OC1)NCCCl)CCCl. Drug 2: C1C(C(OC1N2C=NC3=C2NC=NCC3O)CO)O. Cell line: OVCAR-8. Synergy scores: CSS=-0.160, Synergy_ZIP=0.848, Synergy_Bliss=0.791, Synergy_Loewe=-0.374, Synergy_HSA=-1.72. (2) Drug 1: CC1=C(C=C(C=C1)NC2=NC=CC(=N2)N(C)C3=CC4=NN(C(=C4C=C3)C)C)S(=O)(=O)N.Cl. Drug 2: CCC1(CC2CC(C3=C(CCN(C2)C1)C4=CC=CC=C4N3)(C5=C(C=C6C(=C5)C78CCN9C7C(C=CC9)(C(C(C8N6C=O)(C(=O)OC)O)OC(=O)C)CC)OC)C(=O)OC)O.OS(=O)(=O)O. Cell line: HCT-15. Synergy scores: CSS=0.0810, Synergy_ZIP=1.37, Synergy_Bliss=4.30, Synergy_Loewe=-0.0442, Synergy_HSA=1.30. (3) Drug 1: C1=CC(=CC=C1C#N)C(C2=CC=C(C=C2)C#N)N3C=NC=N3. Drug 2: CCC1(CC2CC(C3=C(CCN(C2)C1)C4=CC=CC=C4N3)(C5=C(C=C6C(=C5)C78CCN9C7C(C=CC9)(C(C(C8N6C)(C(=O)OC)O)OC(=O)C)CC)OC)C(=O)OC)O.OS(=O)(=O)O. Cell line: MDA-MB-231. Synergy scores: CSS=2.73, Synergy_ZIP=-0.831, Synergy_Bliss=-2.71, Synergy_Loewe=-0.00336, Synergy_HSA=-2.21. (4) Drug 1: C1CCC(C1)C(CC#N)N2C=C(C=N2)C3=C4C=CNC4=NC=N3. Drug 2: CCN(CC)CCNC(=O)C1=C(NC(=C1C)C=C2C3=C(C=CC(=C3)F)NC2=O)C. Cell line: UO-31. Synergy scores: CSS=17.2, Synergy_ZIP=-5.51, Synergy_Bliss=-0.891, Synergy_Loewe=1.19, Synergy_HSA=1.43. (5) Drug 1: CC(CN1CC(=O)NC(=O)C1)N2CC(=O)NC(=O)C2. Drug 2: CN(CCCl)CCCl.Cl. Cell line: UACC62. Synergy scores: CSS=15.3, Synergy_ZIP=-5.77, Synergy_Bliss=-1.90, Synergy_Loewe=-1.99, Synergy_HSA=-1.91. (6) Drug 1: C1CC(=O)NC(=O)C1N2C(=O)C3=CC=CC=C3C2=O. Drug 2: CCC1(C2=C(COC1=O)C(=O)N3CC4=CC5=C(C=CC(=C5CN(C)C)O)N=C4C3=C2)O.Cl. Cell line: UACC62. Synergy scores: CSS=10.4, Synergy_ZIP=-20.3, Synergy_Bliss=-41.8, Synergy_Loewe=-89.0, Synergy_HSA=-39.0. (7) Drug 1: C1=C(C(=O)NC(=O)N1)N(CCCl)CCCl. Drug 2: CC1=C2C(C(=O)C3(C(CC4C(C3C(C(C2(C)C)(CC1OC(=O)C(C(C5=CC=CC=C5)NC(=O)C6=CC=CC=C6)O)O)OC(=O)C7=CC=CC=C7)(CO4)OC(=O)C)O)C)OC(=O)C. Cell line: RXF 393. Synergy scores: CSS=19.5, Synergy_ZIP=-10.9, Synergy_Bliss=-1.33, Synergy_Loewe=-8.72, Synergy_HSA=0.631. (8) Drug 1: C1=CC(=C2C(=C1NCCNCCO)C(=O)C3=C(C=CC(=C3C2=O)O)O)NCCNCCO. Drug 2: CN(C)N=NC1=C(NC=N1)C(=O)N. Cell line: SF-268. Synergy scores: CSS=46.5, Synergy_ZIP=6.51, Synergy_Bliss=4.71, Synergy_Loewe=-36.9, Synergy_HSA=1.30.